From a dataset of Catalyst prediction with 721,799 reactions and 888 catalyst types from USPTO. Predict which catalyst facilitates the given reaction. (1) Reactant: [F:1][CH:2]([F:23])[O:3][C:4]1[CH:9]=[CH:8][C:7]([C:10]2[CH:18]=[CH:17][CH:16]=[C:15]3[C:11]=2[CH2:12][CH2:13][C:14]3=[O:19])=[C:6]([OH:20])[C:5]=1[O:21][CH3:22].C(=O)([O-])[O-].[K+].[K+].[CH2:30](I)[CH3:31]. Product: [F:1][CH:2]([F:23])[O:3][C:4]1[CH:9]=[CH:8][C:7]([C:10]2[CH:18]=[CH:17][CH:16]=[C:15]3[C:11]=2[CH2:12][CH2:13][C:14]3=[O:19])=[C:6]([O:20][CH2:30][CH3:31])[C:5]=1[O:21][CH3:22]. The catalyst class is: 10. (2) Reactant: [CH2:1]([N:8]1[C:16]2[CH:15]=[CH:14][N:13]=[C:12](Br)[C:11]=2[CH:10]=[CH:9]1)[C:2]1[CH:7]=[CH:6][CH:5]=[CH:4][CH:3]=1.[NH:18]1[CH2:23][CH2:22][NH:21][CH2:20][CH2:19]1. Product: [CH2:1]([N:8]1[C:16]2[CH:15]=[CH:14][N:13]=[C:12]([N:18]3[CH2:23][CH2:22][NH:21][CH2:20][CH2:19]3)[C:11]=2[CH:10]=[CH:9]1)[C:2]1[CH:7]=[CH:6][CH:5]=[CH:4][CH:3]=1. The catalyst class is: 8. (3) Reactant: [CH2:1]([O:3][C:4]1[CH:9]=[CH:8][C:7]([C:10]2[CH:18]=[CH:17][CH:16]=[C:15]3[C:11]=2[CH2:12][CH2:13][C:14]3=[O:19])=[C:6]([OH:20])[C:5]=1[O:21][CH3:22])[CH3:2].C(=O)([O-])[O-].[K+].[K+].Br[CH2:30][C:31]1([CH2:35][OH:36])[CH2:34][O:33][CH2:32]1. Product: [CH2:1]([O:3][C:4]1[CH:9]=[CH:8][C:7]([C:10]2[CH:18]=[CH:17][CH:16]=[C:15]3[C:11]=2[CH2:12][CH2:13][C:14]3=[O:19])=[C:6]([O:20][CH2:30][C:31]2([CH2:35][OH:36])[CH2:34][O:33][CH2:32]2)[C:5]=1[O:21][CH3:22])[CH3:2]. The catalyst class is: 10. (4) Reactant: [C:1]([NH:4][C:5]1[N:9]([C:10]2[CH:15]=[C:14]([S:16][CH2:17][C:18]([F:21])([F:20])[F:19])[C:13]([CH3:22])=[CH:12][C:11]=2[F:23])[N:8]=[C:7]([OH:24])[CH:6]=1)(=[O:3])[CH3:2].C(=O)([O-])[O-].[K+].[K+].[F:31][C:32]([F:55])([F:54])[C:33]([F:53])([F:52])[C:34](F)(F)C(F)(F)S(O[CH2:34][C:33]([F:53])([F:52])[C:32]([F:55])([F:54])[F:31])(=O)=O. Product: [C:1]([NH:4][C:5]1[N:9]([C:10]2[CH:15]=[C:14]([S:16][CH2:17][C:18]([F:19])([F:20])[F:21])[C:13]([CH3:22])=[CH:12][C:11]=2[F:23])[N:8]=[C:7]([O:24][CH2:34][C:33]([F:53])([F:52])[C:32]([F:55])([F:54])[F:31])[CH:6]=1)(=[O:3])[CH3:2]. The catalyst class is: 16. (5) Reactant: [H-].[Na+].C(OP([CH2:11][C:12]([O:14][CH2:15][CH3:16])=[O:13])(OCC)=O)C.[CH2:17]([O:24][C:25]1[CH:32]=[CH:31][C:28]([CH:29]=O)=[C:27]([O:33][CH2:34][O:35][CH3:36])[CH:26]=1)[C:18]1[CH:23]=[CH:22][CH:21]=[CH:20][CH:19]=1.O. Product: [CH2:17]([O:24][C:25]1[CH:32]=[CH:31][C:28]([CH:29]=[CH:11][C:12]([O:14][CH2:15][CH3:16])=[O:13])=[C:27]([O:33][CH2:34][O:35][CH3:36])[CH:26]=1)[C:18]1[CH:19]=[CH:20][CH:21]=[CH:22][CH:23]=1. The catalyst class is: 7. (6) Reactant: [CH:1]1([C:4]([CH:26]2[CH2:28][CH2:27]2)([C:6]2[S:7][C:8]([C:11]3[CH:16]=[C:15]([N+:17]([O-])=O)[CH:14]=[C:13]([N:20]4[CH2:25][CH2:24][O:23][CH2:22][CH2:21]4)[CH:12]=3)=[CH:9][N:10]=2)[OH:5])[CH2:3][CH2:2]1.C(O)(=O)C. Product: [NH2:17][C:15]1[CH:16]=[C:11]([C:8]2[S:7][C:6]([C:4]([CH:1]3[CH2:2][CH2:3]3)([CH:26]3[CH2:28][CH2:27]3)[OH:5])=[N:10][CH:9]=2)[CH:12]=[C:13]([N:20]2[CH2:25][CH2:24][O:23][CH2:22][CH2:21]2)[CH:14]=1. The catalyst class is: 78.